From a dataset of Forward reaction prediction with 1.9M reactions from USPTO patents (1976-2016). Predict the product of the given reaction. (1) The product is: [CH2:16]([N:8]([CH2:1][C:2]1[CH:3]=[CH:4][CH:5]=[CH:6][CH:7]=1)[C@@H:9]1[CH2:14][N:13]([CH2:30][C:29]2[CH:32]=[CH:33][C:26]([F:25])=[CH:27][CH:28]=2)[C:12](=[O:15])[CH2:11][CH2:10]1)[C:17]1[CH:22]=[CH:21][CH:20]=[CH:19][CH:18]=1. Given the reactants [CH2:1]([N:8]([CH2:16][C:17]1[CH:22]=[CH:21][CH:20]=[CH:19][CH:18]=1)[C@@H:9]1[CH2:14][NH:13][C:12](=[O:15])[CH2:11][CH2:10]1)[C:2]1[CH:7]=[CH:6][CH:5]=[CH:4][CH:3]=1.[H-].[Na+].[F:25][C:26]1[CH:33]=[CH:32][C:29]([CH2:30]Br)=[CH:28][CH:27]=1, predict the reaction product. (2) Given the reactants [CH:1]1([CH:6]([OH:17])[C:7]([O:9][CH2:10][C:11]2[CH:16]=[CH:15][CH:14]=[CH:13][CH:12]=2)=[O:8])[CH2:5][CH2:4][CH2:3][CH2:2]1, predict the reaction product. The product is: [O:17]=[C:6]([CH:1]1[CH2:5][CH2:4][CH2:3][CH2:2]1)[C:7]([O:9][CH2:10][C:11]1[CH:12]=[CH:13][CH:14]=[CH:15][CH:16]=1)=[O:8]. (3) Given the reactants O=[C:2]1[CH2:7][CH2:6][N:5]([C:8]([O:10][C:11]([CH3:14])([CH3:13])[CH3:12])=[O:9])[C@@H:4]([C:15]([O:17][CH:18]2[CH2:22][CH2:21][CH2:20][CH2:19]2)=[O:16])[CH2:3]1.[CH2:23]([NH2:30])[C:24]1[CH:29]=[CH:28][CH:27]=[CH:26][CH:25]=1.C(O)(=O)C.C([O-])(O)=O.[Na+], predict the reaction product. The product is: [CH2:23]([NH:30][CH:2]1[CH2:7][CH2:6][N:5]([C:8]([O:10][C:11]([CH3:14])([CH3:13])[CH3:12])=[O:9])[C@@H:4]([C:15]([O:17][CH:18]2[CH2:22][CH2:21][CH2:20][CH2:19]2)=[O:16])[CH2:3]1)[C:24]1[CH:29]=[CH:28][CH:27]=[CH:26][CH:25]=1.